This data is from Forward reaction prediction with 1.9M reactions from USPTO patents (1976-2016). The task is: Predict the product of the given reaction. (1) Given the reactants [CH3:1][N:2]([CH2:22][C@@H:23]1[C:26]2[CH:27]=[C:28]([O:33][CH3:34])[C:29]([O:31][CH3:32])=[CH:30][C:25]=2[CH2:24]1)[CH2:3][CH2:4][CH2:5][N:6]1[C:16](=[O:17])[CH2:15][C:14]2[C:9](=[CH:10][C:11]([O:20][CH3:21])=[C:12]([O:18][CH3:19])[CH:13]=2)[CH2:8][CH2:7]1.[C:35]([OH:40])(=[O:39])[C:36]([OH:38])=[O:37], predict the reaction product. The product is: [CH3:1][N:2]([CH2:22][C@@H:23]1[C:26]2[CH:27]=[C:28]([O:33][CH3:34])[C:29]([O:31][CH3:32])=[CH:30][C:25]=2[CH2:24]1)[CH2:3][CH2:4][CH2:5][N:6]1[C:16](=[O:17])[CH2:15][C:14]2[C:9](=[CH:10][C:11]([O:20][CH3:21])=[C:12]([O:18][CH3:19])[CH:13]=2)[CH2:8][CH2:7]1.[C:35]([O-:40])(=[O:39])[C:36]([O-:38])=[O:37]. (2) The product is: [OH:1][C:2]([C:39]1[S:40][CH:41]=[CH:42][CH:43]=1)([C:44]1[S:45][CH:46]=[CH:47][CH:48]=1)[C:3]([O:5][C@H:6]1[CH2:11][CH2:10][C@H:9]([N:12]([CH2:13][CH2:14][CH2:15][C:16]2[C:24]3[C:19](=[CH:20][CH:21]=[CH:22][CH:23]=3)[N:18]([CH2:25][CH2:26][NH:49][CH2:50][C@H:51]([O:52][Si:53]([C:56]([CH3:59])([CH3:58])[CH3:57])([CH3:55])[CH3:54])[C:60]3[CH:69]=[CH:68][C:67]([OH:70])=[C:66]4[C:61]=3[CH:62]=[CH:63][C:64](=[O:71])[NH:65]4)[CH:17]=2)[CH3:38])[CH2:8][CH2:7]1)=[O:4]. Given the reactants [OH:1][C:2]([C:44]1[S:45][CH:46]=[CH:47][CH:48]=1)([C:39]1[S:40][CH:41]=[CH:42][CH:43]=1)[C:3]([O:5][C@H:6]1[CH2:11][CH2:10][C@H:9]([N:12]([CH3:38])[CH2:13][CH2:14][CH2:15][C:16]2[C:24]3[C:19](=[CH:20][CH:21]=[CH:22][CH:23]=3)[N:18]([CH2:25][CH2:26]OS(C3C=CC(C)=CC=3)(=O)=O)[CH:17]=2)[CH2:8][CH2:7]1)=[O:4].[NH2:49][CH2:50][C@@H:51]([C:60]1[CH:69]=[CH:68][C:67]([OH:70])=[C:66]2[C:61]=1[CH:62]=[CH:63][C:64](=[O:71])[NH:65]2)[O:52][Si:53]([C:56]([CH3:59])([CH3:58])[CH3:57])([CH3:55])[CH3:54].C(=O)(O)[O-].[Na+].O, predict the reaction product. (3) Given the reactants [Cl:1][C:2]1[CH:3]=[C:4]([CH:9]2[C:18]3[C:13](=[CH:14][C:15]([N+:19]([O-])=O)=[CH:16][CH:17]=3)[C:12](=[O:22])[CH2:11][CH2:10]2)[CH:5]=[CH:6][C:7]=1[Cl:8].[Cl-].[Cl-].[Ca+2], predict the reaction product. The product is: [NH2:19][C:15]1[CH:14]=[C:13]2[C:18]([CH:9]([C:4]3[CH:5]=[CH:6][C:7]([Cl:8])=[C:2]([Cl:1])[CH:3]=3)[CH2:10][CH2:11][C:12]2=[O:22])=[CH:17][CH:16]=1. (4) Given the reactants [CH3:1][C:2]([CH3:5])([O-])[CH3:3].[K+].C(C1[CH:11]=[C:12]2[C:17](=[CH:18][CH:19]=1)[CH:16]=[C:15]([C:20]([O:22][CH3:23])=[O:21])[CH:14]=[CH:13]2)(=O)C, predict the reaction product. The product is: [CH2:1]=[C:2]([C:5]1[CH:11]=[C:12]2[C:17](=[CH:18][CH:19]=1)[CH:16]=[C:15]([C:20]([O:22][CH3:23])=[O:21])[CH:14]=[CH:13]2)[CH3:3]. (5) Given the reactants [C:1]1([C@@H:7]2[CH2:9][C@H:8]2[NH:10][CH2:11][CH2:12][CH:13]2[CH2:18][CH2:17][N:16](C(OC(C)(C)C)=O)[CH2:15][CH2:14]2)[CH:6]=[CH:5][CH:4]=[CH:3][CH:2]=1.[ClH:26].O1CCOCC1, predict the reaction product. The product is: [ClH:26].[C:1]1([C@@H:7]2[CH2:9][C@H:8]2[NH:10][CH2:11][CH2:12][CH:13]2[CH2:18][CH2:17][NH:16][CH2:15][CH2:14]2)[CH:2]=[CH:3][CH:4]=[CH:5][CH:6]=1. (6) Given the reactants CC1C=CC(S(OCC2CC3C=CC=C(C4C(C)=CC=CC=4C)C=3O2)(=O)=O)=CC=1.[N-]=[N+]=[N-].[Na+].[N:34]([CH2:37][CH:38]1[CH2:42][C:41]2[CH:43]=[CH:44][CH:45]=[C:46]([C:47]3[C:52]([CH3:53])=[CH:51][CH:50]=[CH:49][C:48]=3[CH3:54])[C:40]=2[O:39]1)=[N+]=[N-].[N-]=[N+]=[N-], predict the reaction product. The product is: [CH3:54][C:48]1[CH:49]=[CH:50][CH:51]=[C:52]([CH3:53])[C:47]=1[C:46]1[C:40]2[O:39][CH:38]([CH2:37][NH2:34])[CH2:42][C:41]=2[CH:43]=[CH:44][CH:45]=1. (7) The product is: [C:40]([N:36]1[CH2:35][CH2:34][CH:33]([N:24]2[CH:25]=[C:26]([C:27]3[CH:32]=[CH:31][N:30]=[CH:29][CH:28]=3)[C:22]([C:18]3[C:17]([F:39])=[C:16]([N:12]([CH2:13][O:14][CH3:15])[S:9]([C:3]4[CH:4]=[C:5]([F:8])[CH:6]=[CH:7][C:2]=4[F:1])(=[O:11])=[O:10])[CH:21]=[CH:20][CH:19]=3)=[N:23]2)[CH2:38][CH2:37]1)(=[O:42])[CH3:41]. Given the reactants [F:1][C:2]1[CH:7]=[CH:6][C:5]([F:8])=[CH:4][C:3]=1[S:9]([N:12]([C:16]1[CH:21]=[CH:20][CH:19]=[C:18]([C:22]2[C:26]([C:27]3[CH:32]=[CH:31][N:30]=[CH:29][CH:28]=3)=[CH:25][N:24]([CH:33]3[CH2:38][CH2:37][NH:36][CH2:35][CH2:34]3)[N:23]=2)[C:17]=1[F:39])[CH2:13][O:14][CH3:15])(=[O:11])=[O:10].[C:40](Cl)(=[O:42])[CH3:41], predict the reaction product.